This data is from Full USPTO retrosynthesis dataset with 1.9M reactions from patents (1976-2016). The task is: Predict the reactants needed to synthesize the given product. (1) Given the product [I:1][C:2]1[CH:3]=[N:4][N:5]([C:14]([O:16][C:17]([CH3:20])([CH3:19])[CH3:18])=[O:15])[CH:6]=1, predict the reactants needed to synthesize it. The reactants are: [I:1][C:2]1[CH:3]=[N:4][NH:5][CH:6]=1.C(N(CC)CC)C.[C:14](O[C:14]([O:16][C:17]([CH3:20])([CH3:19])[CH3:18])=[O:15])([O:16][C:17]([CH3:20])([CH3:19])[CH3:18])=[O:15]. (2) Given the product [Cl:1][C:2]1[CH:7]=[CH:6][C:5]([O:8][C:11]2[CH:18]=[CH:17][C:14]([C:15]#[N:16])=[CH:13][CH:12]=2)=[CH:4][C:3]=1[I:9], predict the reactants needed to synthesize it. The reactants are: [Cl:1][C:2]1[CH:7]=[CH:6][C:5]([OH:8])=[CH:4][C:3]=1[I:9].F[C:11]1[CH:18]=[CH:17][C:14]([C:15]#[N:16])=[CH:13][CH:12]=1.C(=O)([O-])[O-].[Cs+].[Cs+]. (3) The reactants are: [NH2:1][CH2:2][CH2:3][CH2:4][CH2:5][N:6]1[C:18]2[C:17]3[CH:16]=[CH:15][CH:14]=[CH:13][C:12]=3[N:11]=[C:10]([NH2:19])[C:9]=2[N:8]=[C:7]1[CH3:20].[CH:21]1([C:27](Cl)=[O:28])[CH2:26][CH2:25][CH2:24][CH2:23][CH2:22]1. Given the product [NH2:19][C:10]1[C:9]2[N:8]=[C:7]([CH3:20])[N:6]([CH2:5][CH2:4][CH2:3][CH2:2][NH:1][C:27]([CH:21]3[CH2:26][CH2:25][CH2:24][CH2:23][CH2:22]3)=[O:28])[C:18]=2[C:17]2[CH:16]=[CH:15][CH:14]=[CH:13][C:12]=2[N:11]=1, predict the reactants needed to synthesize it. (4) Given the product [O:13]=[C:9]1[CH2:8][CH:7]([C:1]2[CH:6]=[CH:5][CH:4]=[CH:3][CH:2]=2)[CH2:12][CH2:11][CH:10]1[C:16]([O:17][CH3:18])=[O:19], predict the reactants needed to synthesize it. The reactants are: [C:1]1([CH:7]2[CH2:12][CH2:11][CH2:10][C:9](=[O:13])[CH2:8]2)[CH:6]=[CH:5][CH:4]=[CH:3][CH:2]=1.[H-].[Na+].[C:16](=O)([O:19]C)[O:17][CH3:18]. (5) Given the product [Cl:1][C:2]1[CH:3]=[CH:4][C:5]([CH2:6][CH2:7][NH:8][C:9](=[O:17])[C:10]2[CH:15]=[CH:14][C:13]([O:16][C:34]3[CH:33]=[CH:32][C:29]([CH:30]=[O:31])=[CH:28][C:27]=3[Br:26])=[CH:12][CH:11]=2)=[CH:18][CH:19]=1, predict the reactants needed to synthesize it. The reactants are: [Cl:1][C:2]1[CH:19]=[CH:18][C:5]([CH2:6][CH2:7][NH:8][C:9](=[O:17])[C:10]2[CH:15]=[CH:14][C:13]([OH:16])=[CH:12][CH:11]=2)=[CH:4][CH:3]=1.C([O-])([O-])=O.[K+].[K+].[Br:26][C:27]1[CH:28]=[C:29]([CH:32]=[CH:33][C:34]=1F)[CH:30]=[O:31].